Task: Predict the product of the given reaction.. Dataset: Forward reaction prediction with 1.9M reactions from USPTO patents (1976-2016) (1) Given the reactants [S:1]1[CH2:6][CH2:5][CH:4]([C:7]([OH:9])=O)[CH2:3][CH2:2]1.C(Cl)(=O)C([Cl:13])=O.CN(C)C=O, predict the reaction product. The product is: [S:1]1[CH2:6][CH2:5][CH:4]([C:7]([Cl:13])=[O:9])[CH2:3][CH2:2]1. (2) Given the reactants [Si:1](Cl)([C:4]([CH3:7])([CH3:6])[CH3:5])([CH3:3])[CH3:2].C(N(CC)CC)C.[F:16][C:17]([F:28])([F:27])[CH:18]([C:20]1[CH:25]=[CH:24][C:23]([I:26])=[CH:22][CH:21]=1)[OH:19], predict the reaction product. The product is: [C:4]([Si:1]([CH3:3])([CH3:2])[O:19][CH:18]([C:20]1[CH:25]=[CH:24][C:23]([I:26])=[CH:22][CH:21]=1)[C:17]([F:16])([F:27])[F:28])([CH3:7])([CH3:6])[CH3:5]. (3) The product is: [CH3:35][O:34][C:20]1[CH:19]=[C:18]([CH:23]=[CH:22][C:21]=1[O:24][CH2:25][C:26]1[CH:27]=[CH:28][C:29]([O:32][CH3:33])=[CH:30][CH:31]=1)[CH2:17][N:8]1[C:5]2=[N:6][CH:7]=[C:2]([C:40]3[CH:39]=[N:38][N:37]([CH3:36])[CH:41]=3)[CH:3]=[C:4]2[N:10]=[C:9]1[NH:11][C:12](=[O:16])[O:13][CH2:14][CH3:15]. Given the reactants I[C:2]1[CH:3]=[C:4]2[N:10]=[C:9]([NH:11][C:12](=[O:16])[O:13][CH2:14][CH3:15])[N:8]([CH2:17][C:18]3[CH:23]=[CH:22][C:21]([O:24][CH2:25][C:26]4[CH:31]=[CH:30][C:29]([O:32][CH3:33])=[CH:28][CH:27]=4)=[C:20]([O:34][CH3:35])[CH:19]=3)[C:5]2=[N:6][CH:7]=1.[CH3:36][N:37]1[CH:41]=[C:40](B2OC(C)(C)C(C)(C)O2)[CH:39]=[N:38]1, predict the reaction product. (4) Given the reactants [I-].[CH3:2][S+](C)(C)=O.[H-].[Na+].[CH3:9][C:10]1[N:14]=[C:13]([CH3:15])[N:12]([C:16]2[N:21]=[C:20]([CH3:22])[N:19]=[C:18](/[CH:23]=[CH:24]/[C:25]3[CH:34]=[CH:33][C:32]4[C:27](=[CH:28][CH:29]=[CH:30][CH:31]=4)[N:26]=3)[CH:17]=2)[N:11]=1.O, predict the reaction product. The product is: [CH3:9][C:10]1[N:14]=[C:13]([CH3:15])[N:12]([C:16]2[N:21]=[C:20]([CH3:22])[N:19]=[C:18]([C@@H:23]3[CH2:2][C@H:24]3[C:25]3[CH:34]=[CH:33][C:32]4[C:27](=[CH:28][CH:29]=[CH:30][CH:31]=4)[N:26]=3)[CH:17]=2)[N:11]=1. (5) Given the reactants Br[C:2]1[CH:26]=[CH:25][C:5]([CH2:6][N:7]2[CH2:15][C:14]3[C:9](=[C:10]([O:16][C@@H:17]4[CH2:22][CH2:21][CH2:20][CH2:19][C@H:18]4[OH:23])[CH:11]=[CH:12][CH:13]=3)[C:8]2=[O:24])=[CH:4][CH:3]=1.[CH3:27][C:28]1[N:29]=[N:30][CH:31]=[C:32](B2OC(C)(C)C(C)(C)O2)[CH:33]=1.C(=O)([O-])[O-].[Na+].[Na+], predict the reaction product. The product is: [OH:23][C@@H:18]1[CH2:19][CH2:20][CH2:21][CH2:22][C@H:17]1[O:16][C:10]1[CH:11]=[CH:12][CH:13]=[C:14]2[C:9]=1[C:8](=[O:24])[N:7]([CH2:6][C:5]1[CH:25]=[CH:26][C:2]([C:32]3[CH:33]=[C:28]([CH3:27])[N:29]=[N:30][CH:31]=3)=[CH:3][CH:4]=1)[CH2:15]2. (6) Given the reactants I[C:2]1[CH:7]=[CH:6][C:5]([C:8](=[C:16]2[CH2:21][C:20]([CH3:23])([CH3:22])[CH2:19][C:18]([CH3:25])([CH3:24])[CH2:17]2)[C:9]2[CH:14]=[CH:13][C:12]([OH:15])=[CH:11][CH:10]=2)=[CH:4][CH:3]=1.C(N(CC)C(C)C)(C)C.[CH2:35]([OH:38])[C:36]#[CH:37].[NH4+].[Cl-], predict the reaction product. The product is: [OH:38][CH2:35][C:36]#[C:37][C:2]1[CH:7]=[CH:6][C:5]([C:8](=[C:16]2[CH2:17][C:18]([CH3:24])([CH3:25])[CH2:19][C:20]([CH3:22])([CH3:23])[CH2:21]2)[C:9]2[CH:10]=[CH:11][C:12]([OH:15])=[CH:13][CH:14]=2)=[CH:4][CH:3]=1.